From a dataset of Full USPTO retrosynthesis dataset with 1.9M reactions from patents (1976-2016). Predict the reactants needed to synthesize the given product. Given the product [CH3:1][N:2]1[C:7]([C:8]2[CH:13]=[CH:12][CH:11]=[CH:10][CH:9]=2)=[CH:6][S:5][CH2:4][C:3]1=[S:24], predict the reactants needed to synthesize it. The reactants are: [CH3:1][N:2]1[C:7]([C:8]2[CH:13]=[CH:12][CH:11]=[CH:10][CH:9]=2)=[CH:6][S:5][CH2:4][C:3]1=O.COC1C=CC(P2(SP(C3C=CC(OC)=CC=3)(=S)S2)=[S:24])=CC=1.